From a dataset of Reaction yield outcomes from USPTO patents with 853,638 reactions. Predict the reaction yield, written as a fraction of the theoretical maximum amount of product (1.0 means a 100% yield; for example, 0.34 means a 34% yield). (1) The reactants are [C:1]([O:5][C:6]([N:8]([CH2:19][C:20]1[CH:25]=[CH:24][C:23]([O:26][CH2:27][CH2:28][CH2:29][OH:30])=[C:22]([Br:31])[CH:21]=1)[C:9]([NH2:18])=[N:10][C:11]([O:13][C:14]([CH3:17])([CH3:16])[CH3:15])=[O:12])=[O:7])([CH3:4])([CH3:3])[CH3:2].[S:32](Cl)([C:35]1[CH:41]=[CH:40][C:38]([CH3:39])=[CH:37][CH:36]=1)(=[O:34])=[O:33].CCN(CC)CC. The catalyst is C(Cl)Cl.CN(C1C=CN=CC=1)C. The product is [CH3:39][C:38]1[CH:40]=[CH:41][C:35]([S:32]([O:30][CH2:29][CH2:28][CH2:27][O:26][C:23]2[CH:24]=[CH:25][C:20]([CH2:19][N:8]([C:6]([O:5][C:1]([CH3:2])([CH3:4])[CH3:3])=[O:7])[C:9]([NH2:18])=[N:10][C:11]([O:13][C:14]([CH3:17])([CH3:16])[CH3:15])=[O:12])=[CH:21][C:22]=2[Br:31])(=[O:34])=[O:33])=[CH:36][CH:37]=1. The yield is 0.870. (2) The reactants are CS([C:5]1[N:10]=[C:9]([CH2:11][CH2:12][C:13]2[CH:18]=[CH:17][CH:16]=[CH:15][C:14]=2[CH2:19][C:20]([O:22][CH3:23])=[O:21])[CH:8]=[CH:7][N:6]=1)(=O)=O.[NH2:24][C:25]1[CH:30]=[CH:29][C:28]([N:31]2[CH2:36][CH2:35][N:34]([C:37]([O:39][CH2:40][C:41]3[CH:46]=[CH:45][CH:44]=[CH:43][CH:42]=3)=[O:38])[CH2:33][CH2:32]2)=[CH:27][CH:26]=1. The catalyst is C(O)(C(F)(F)F)=O. The product is [CH3:23][O:22][C:20](=[O:21])[CH2:19][C:14]1[CH:15]=[CH:16][CH:17]=[CH:18][C:13]=1[CH2:12][CH2:11][C:9]1[CH:8]=[CH:7][N:6]=[C:5]([NH:24][C:25]2[CH:26]=[CH:27][C:28]([N:31]3[CH2:32][CH2:33][N:34]([C:37]([O:39][CH2:40][C:41]4[CH:42]=[CH:43][CH:44]=[CH:45][CH:46]=4)=[O:38])[CH2:35][CH2:36]3)=[CH:29][CH:30]=2)[N:10]=1. The yield is 0.300. (3) The reactants are [F:1][C:2]1[CH:7]=[CH:6][C:5]([CH2:8][CH:9]([C:13]2[CH:18]=[CH:17][C:16]([S:19]([CH3:22])(=[O:21])=[O:20])=[CH:15][CH:14]=2)[C:10](O)=[O:11])=[CH:4][CH:3]=1.[CH3:23][O:24][CH2:25][C:26]1[N:27]=[CH:28][C:29]([NH2:32])=[N:30][CH:31]=1.CCN=C=NCCCN(C)C.Cl. The catalyst is C(Cl)Cl.CN(C1C=CN=CC=1)C. The product is [F:1][C:2]1[CH:7]=[CH:6][C:5]([CH2:8][CH:9]([C:13]2[CH:14]=[CH:15][C:16]([S:19]([CH3:22])(=[O:20])=[O:21])=[CH:17][CH:18]=2)[C:10]([NH:32][C:29]2[CH:28]=[N:27][C:26]([CH2:25][O:24][CH3:23])=[CH:31][N:30]=2)=[O:11])=[CH:4][CH:3]=1. The yield is 0.310. (4) The reactants are C[Li].[CH2:3]([C:5]1[CH:6]=[CH:7][C:8]([C:11](N(OC)C)=[O:12])=[N:9][CH:10]=1)[CH3:4].[C:17](=O)(O)[O-].[Na+].C(OCC)(=O)C. The catalyst is O1CCCC1. The product is [CH2:3]([C:5]1[CH:6]=[CH:7][C:8]([C:11](=[O:12])[CH3:17])=[N:9][CH:10]=1)[CH3:4]. The yield is 0.900. (5) The yield is 0.250. The product is [CH:1]1([C:7]2[C:15]3[C:10](=[N:11][CH:12]=[C:13]([NH:16][C:17](=[O:33])[C:18]4[C:23]([F:24])=[CH:22][CH:21]=[C:20]([NH:25][S:26]([CH2:29][CH2:30][CH3:31])(=[O:28])=[O:27])[C:19]=4[F:32])[CH:14]=3)[NH:9][CH:8]=2)[CH2:2][CH2:3][CH2:4][CH2:5][CH2:6]1. The reactants are [C:1]1([C:7]2[C:15]3[C:10](=[N:11][CH:12]=[C:13]([NH:16][C:17](=[O:33])[C:18]4[C:23]([F:24])=[CH:22][CH:21]=[C:20]([NH:25][S:26]([CH2:29][CH2:30][CH3:31])(=[O:28])=[O:27])[C:19]=4[F:32])[CH:14]=3)[NH:9][CH:8]=2)[CH2:6][CH2:5][CH2:4][CH2:3][CH:2]=1.[H][H]. The catalyst is CO.[Pd]. (6) The reactants are [C:1]([O:5][C:6]([NH:8][C@@H:9]1[CH2:14][CH2:13][CH2:12][N:11]([C:15]([O:17][CH2:18][C:19]2[CH:24]=[CH:23][CH:22]=[CH:21][CH:20]=2)=[O:16])[CH2:10]1)=[O:7])([CH3:4])([CH3:3])[CH3:2].[H-].[Na+].I[CH3:28].O. The catalyst is CN(C=O)C. The product is [C:1]([O:5][C:6]([N:8]([CH3:28])[C@@H:9]1[CH2:14][CH2:13][CH2:12][N:11]([C:15]([O:17][CH2:18][C:19]2[CH:24]=[CH:23][CH:22]=[CH:21][CH:20]=2)=[O:16])[CH2:10]1)=[O:7])([CH3:4])([CH3:2])[CH3:3]. The yield is 0.790. (7) The reactants are Cl.Cl.[NH2:3][CH2:4][C@@:5]1([OH:13])[CH:10]2[CH2:11][CH2:12][N:7]([CH2:8][CH2:9]2)[CH2:6]1.C([O-])([O-])=O.[Cs+].[Cs+].[N:20]([C:23]1[CH:28]=[C:27]([C:29]2[CH:34]=[CH:33][N:32]=[CH:31][CH:30]=2)[N:26]=[CH:25][N:24]=1)=[C:21]=S.C(N=C=NC(C)C)(C)C. The catalyst is CN(C)C=O. The product is [N:32]1[CH:31]=[CH:30][C:29]([C:27]2[N:26]=[CH:25][N:24]=[C:23]([NH:20][C:21]3[O:13][C@:5]4([CH2:4][N:3]=3)[CH:10]3[CH2:9][CH2:8][N:7]([CH2:12][CH2:11]3)[CH2:6]4)[CH:28]=2)=[CH:34][CH:33]=1. The yield is 0.160. (8) The reactants are [Cl:1][C:2]1[CH:7]=[C:6]([N+:8]([O-])=O)[CH:5]=[CH:4][C:3]=1[C:11]1[CH:16]=[CH:15][C:14]([F:17])=[CH:13][CH:12]=1.[Cl-].[NH4+].CO. The catalyst is [Fe].O. The product is [Cl:1][C:2]1[CH:7]=[C:6]([NH2:8])[CH:5]=[CH:4][C:3]=1[C:11]1[CH:16]=[CH:15][C:14]([F:17])=[CH:13][CH:12]=1. The yield is 0.890. (9) The yield is 0.690. The product is [C:1]([C:3]1[CH:8]=[CH:7][C:6]([O:9][C:11]2[CH:16]=[CH:15][CH:14]=[CH:13][C:12]=2[N+:17]([O-:19])=[O:18])=[CH:5][CH:4]=1)#[N:2].[C:20]([C:22]1[CH:35]=[CH:34][C:25]([O:26][C:27]2[CH:33]=[CH:32][CH:31]=[CH:30][C:28]=2[NH:29][C:6]([NH:36][C:37]2[S:38][CH:39]=[CH:40][N:41]=2)=[O:9])=[CH:24][CH:23]=1)#[N:21]. The reactants are [C:1]([C:3]1[CH:8]=[CH:7][C:6]([OH:9])=[CH:5][CH:4]=1)#[N:2].F[C:11]1[CH:16]=[CH:15][CH:14]=[CH:13][C:12]=1[N+:17]([O-:19])=[O:18].[C:20]([C:22]1[CH:35]=[CH:34][C:25]([O:26][C:27]2[CH:33]=[CH:32][CH:31]=[CH:30][C:28]=2[NH2:29])=[CH:24][CH:23]=1)#[N:21].[NH2:36][C:37]1[S:38][CH:39]=[CH:40][N:41]=1. No catalyst specified.